This data is from Forward reaction prediction with 1.9M reactions from USPTO patents (1976-2016). The task is: Predict the product of the given reaction. (1) Given the reactants N#N.[C:3]([Si:7]([CH3:19])([CH3:18])[O:8][CH:9]([C:11]1[O:12][C:13]([CH:16]=[O:17])=[CH:14][N:15]=1)[CH3:10])([CH3:6])([CH3:5])[CH3:4].[BH4-].[Na+].O, predict the reaction product. The product is: [C:3]([Si:7]([CH3:19])([CH3:18])[O:8][CH:9]([C:11]1[O:12][C:13]([CH2:16][OH:17])=[CH:14][N:15]=1)[CH3:10])([CH3:4])([CH3:6])[CH3:5]. (2) Given the reactants [NH2:1][CH:2]1[CH2:6][CH2:5][N:4]([C:7]2[CH:12]=[CH:11][C:10]([C:13]3[NH:22][C:21](=[O:23])[C:20]4[C:15](=[CH:16][C:17]([O:26][CH3:27])=[CH:18][C:19]=4[O:24][CH3:25])[N:14]=3)=[CH:9][CH:8]=2)[CH2:3]1.CCN(CC)CC.[C:35](Cl)(=[O:37])[CH3:36], predict the reaction product. The product is: [CH3:25][O:24][C:19]1[CH:18]=[C:17]([O:26][CH3:27])[CH:16]=[C:15]2[C:20]=1[C:21](=[O:23])[NH:22][C:13]([C:10]1[CH:11]=[CH:12][C:7]([N:4]3[CH2:5][CH2:6][CH:2]([NH:1][C:35](=[O:37])[CH3:36])[CH2:3]3)=[CH:8][CH:9]=1)=[N:14]2. (3) Given the reactants [CH:1]([C:4]1[CH:9]=[CH:8][C:7]([CH:10]2[C:14]3[C:15]([CH3:22])=[C:16]([NH2:21])[C:17]([CH3:20])=[C:18]([CH3:19])[C:13]=3[O:12][C:11]2([CH3:24])[CH3:23])=[CH:6][CH:5]=1)([CH3:3])[CH3:2].[CH3:25][O:26][C:27]1[CH:28]=[C:29]([CH:33]=[CH:34][C:35]=1[O:36][CH3:37])[C:30](Cl)=[O:31], predict the reaction product. The product is: [CH:1]([C:4]1[CH:9]=[CH:8][C:7]([CH:10]2[C:14]3[C:15]([CH3:22])=[C:16]([NH:21][C:30](=[O:31])[C:29]4[CH:33]=[CH:34][C:35]([O:36][CH3:37])=[C:27]([O:26][CH3:25])[CH:28]=4)[C:17]([CH3:20])=[C:18]([CH3:19])[C:13]=3[O:12][C:11]2([CH3:24])[CH3:23])=[CH:6][CH:5]=1)([CH3:3])[CH3:2]. (4) Given the reactants [N:1]([CH2:4][C@H:5]1[O:12][C@H:9]([O:10]C)[C@H:8]([OH:13])[C@@H:7]([OH:14])[C@@H:6]1[OH:15])=[N+:2]=[N-:3], predict the reaction product. The product is: [N:1]([CH2:4][C@H:5]1[O:12][CH:9]([OH:10])[C@H:8]([OH:13])[C@@H:7]([OH:14])[C@@H:6]1[OH:15])=[N+:2]=[N-:3]. (5) Given the reactants Cl.Cl.Cl.[O:4]1[C:8]2=[C:9]([N:13]3[CH2:18][CH2:17][N:16]([CH2:19][CH2:20][C@H:21]4[CH2:26][CH2:25][C@H:24]([NH2:27])[CH2:23][CH2:22]4)[CH2:15][CH2:14]3)[N:10]=[CH:11][CH:12]=[C:7]2[CH2:6][CH2:5]1.[C:28](O)(=[O:31])[CH2:29][CH3:30], predict the reaction product. The product is: [O:4]1[C:8]2=[C:9]([N:13]3[CH2:18][CH2:17][N:16]([CH2:19][CH2:20][C@H:21]4[CH2:26][CH2:25][C@H:24]([NH:27][C:28](=[O:31])[CH2:29][CH3:30])[CH2:23][CH2:22]4)[CH2:15][CH2:14]3)[N:10]=[CH:11][CH:12]=[C:7]2[CH2:6][CH2:5]1. (6) Given the reactants C(OC([NH:8][C@@H:9]1[CH2:13][CH2:12][N:11]([S:14]([C:17]2[C:18]3[C:19]([Cl:27])=[CH:20][N:21]=[CH:22][C:23]=3[CH:24]=[CH:25][CH:26]=2)(=[O:16])=[O:15])[CH2:10]1)=O)(C)(C)C.C([O:32]C(N[C@H]1CCN(S(C2C3C(Br)=CN=CC=3C=CC=2)(=O)=O)C1)=O)(C)(C)C, predict the reaction product. The product is: [NH2:8][C@@H:9]1[CH2:13][CH2:12][N:11]([S:14]([C:17]2[C:18]3[C:19]([Cl:27])=[CH:20][N:21]=[C:22]([OH:32])[C:23]=3[CH:24]=[CH:25][CH:26]=2)(=[O:16])=[O:15])[CH2:10]1.[ClH:27].